From a dataset of Forward reaction prediction with 1.9M reactions from USPTO patents (1976-2016). Predict the product of the given reaction. (1) Given the reactants [OH-].[Na+].[F:3][C:4]1[C:9]([O:10][CH3:11])=[CH:8][CH:7]=[CH:6][C:5]=1[C:12]1[CH:16]=[C:15]([CH2:17][CH2:18][C@@:19]([CH3:29])([S:25]([CH3:28])(=[O:27])=[O:26])[C:20]([O:22]CC)=[O:21])[O:14][N:13]=1.O, predict the reaction product. The product is: [F:3][C:4]1[C:9]([O:10][CH3:11])=[CH:8][CH:7]=[CH:6][C:5]=1[C:12]1[CH:16]=[C:15]([CH2:17][CH2:18][C@@:19]([CH3:29])([S:25]([CH3:28])(=[O:27])=[O:26])[C:20]([OH:22])=[O:21])[O:14][N:13]=1. (2) Given the reactants C(O[C:6](=[O:32])[NH:7][CH:8]([C:27]1[S:28][CH:29]=[CH:30][CH:31]=1)[C:9]([N:11]1[CH2:16][CH2:15][CH:14]([N:17]2[CH2:21][C:20]3=[CH:22][N:23]=[C:24]([CH3:25])[N:19]3[C:18]2=[O:26])[CH2:13][CH2:12]1)=[O:10])(C)(C)C.[ClH:33].C(O[CH2:38][CH3:39])(=O)C, predict the reaction product. The product is: [Cl:33][C:39]1[CH:38]=[CH:9][C:8]([NH:7][C:6]([NH:7][CH:8]([C:27]2[S:28][CH:29]=[CH:30][CH:31]=2)[C:9]([N:11]2[CH2:16][CH2:15][CH:14]([N:17]3[CH2:21][C:20]4=[CH:22][N:23]=[C:24]([CH3:25])[N:19]4[C:18]3=[O:26])[CH2:13][CH2:12]2)=[O:10])=[O:32])=[CH:27][CH:31]=1. (3) Given the reactants [O:1]1CCO[CH:2]1[CH2:6][N:7]1[C:16]2[C:11](=[C:12]([O:17][CH2:18][C:19]3[CH:24]=[CH:23][CH:22]=[CH:21][CH:20]=3)[CH:13]=[CH:14][CH:15]=2)[CH:10]=[CH:9][C:8]1=[O:25], predict the reaction product. The product is: [CH2:18]([O:17][C:12]1[CH:13]=[CH:14][CH:15]=[C:16]2[C:11]=1[CH:10]=[CH:9][C:8](=[O:25])[N:7]2[CH2:6][CH:2]=[O:1])[C:19]1[CH:20]=[CH:21][CH:22]=[CH:23][CH:24]=1. (4) Given the reactants [NH:1](C(OCC1C2C(=CC=CC=2)C2C1=CC=CC=2)=O)[C@H:2]([C:15]([OH:17])=[O:16])[CH2:3][CH2:4]CCNC(OC(C)(C)C)=O.CN(C(ON1N=NC2C=CC=CC1=2)=[N+](C)C)C.F[P-](F)(F)(F)(F)F.N1CCCCC1.C[N:66]([CH:68]=[O:69])C, predict the reaction product. The product is: [NH2:1][C@H:2]([C:15]([OH:17])=[O:16])[CH2:3][C:68](=[O:69])[NH2:66].[NH2:1][C@H:2]([C:15]([OH:17])=[O:16])[CH2:3][CH2:4][C:68](=[O:69])[NH2:66]. (5) Given the reactants Br[C:2]1[S:3][C:4]2[CH:10]=[CH:9][C:8]([Cl:11])=[CH:7][C:5]=2[CH:6]=1.[CH3:12][C:13]1[CH:18]=[CH:17][C:16](B(O)O)=[CH:15][CH:14]=1, predict the reaction product. The product is: [Cl:11][C:8]1[CH:9]=[CH:10][C:4]2[S:3][C:2]([C:16]3[CH:17]=[CH:18][C:13]([CH3:12])=[CH:14][CH:15]=3)=[CH:6][C:5]=2[CH:7]=1. (6) Given the reactants [F:1][C:2]1[C:3]([F:32])=[CH:4][C:5]2[O:9][C:8]([C:10]3[C:11]([F:30])=[CH:12][C:13]([F:29])=[C:14]([C@:16]4([CH3:28])[C:22]([F:24])([F:23])[C:21]([CH3:26])([CH3:25])[O:20][CH2:19][C:18](=O)[NH:17]4)[CH:15]=3)=[N:7][C:6]=2[CH:31]=1.COC1C=CC(P2(SP(C3C=CC(OC)=CC=3)(=S)S2)=[S:42])=CC=1, predict the reaction product. The product is: [F:1][C:2]1[C:3]([F:32])=[CH:4][C:5]2[O:9][C:8]([C:10]3[C:11]([F:30])=[CH:12][C:13]([F:29])=[C:14]([C@:16]4([CH3:28])[C:22]([F:24])([F:23])[C:21]([CH3:26])([CH3:25])[O:20][CH2:19][C:18](=[S:42])[NH:17]4)[CH:15]=3)=[N:7][C:6]=2[CH:31]=1.